From a dataset of Reaction yield outcomes from USPTO patents with 853,638 reactions. Predict the reaction yield, written as a fraction of the theoretical maximum amount of product (1.0 means a 100% yield; for example, 0.34 means a 34% yield). (1) The reactants are [CH:1]1([NH2:6])[CH2:5][CH2:4][CH2:3][CH2:2]1.[F:7][C:8]1[CH:9]=[C:10]([C:14]2[C:18]([C:19]3[N:20]=[CH:21][N:22]([C:24]4[CH:25]=[C:26]([CH:30]=[CH:31][CH:32]=4)[C:27](O)=[O:28])[CH:23]=3)=[C:17]([CH3:33])[O:16][N:15]=2)[CH:11]=[CH:12][CH:13]=1. No catalyst specified. The product is [CH:1]1([NH:6][C:27](=[O:28])[C:26]2[CH:30]=[CH:31][CH:32]=[C:24]([N:22]3[CH:23]=[C:19]([C:18]4[C:14]([C:10]5[CH:11]=[CH:12][CH:13]=[C:8]([F:7])[CH:9]=5)=[N:15][O:16][C:17]=4[CH3:33])[N:20]=[CH:21]3)[CH:25]=2)[CH2:5][CH2:4][CH2:3][CH2:2]1. The yield is 0.590. (2) The reactants are [Br:1][C:2]1[C:6]2[N:7]=[C:8]([Cl:12])[N:9]=[C:10](Cl)[C:5]=2[S:4][CH:3]=1.[CH2:13]([NH2:16])[CH:14]=[CH2:15]. The catalyst is CN(C=O)C. The product is [CH2:13]([NH:16][C:10]1[C:5]2[S:4][CH:3]=[C:2]([Br:1])[C:6]=2[N:7]=[C:8]([Cl:12])[N:9]=1)[CH:14]=[CH2:15]. The yield is 0.786. (3) The reactants are [CH3:1][O:2][C:3]1[CH:4]=[C:5]2[C:10](=[CH:11][C:12]=1[O:13][CH3:14])[N:9]=[CH:8][CH:7]=[C:6]2[O:15][C:16]1[CH:22]=[CH:21][C:19]([NH2:20])=[C:18]([CH3:23])[C:17]=1[CH3:24].Cl[C:26](Cl)([O:28][C:29](=[O:35])OC(Cl)(Cl)Cl)Cl.[CH3:37][N:38]([CH3:46])[CH2:39][CH2:40][CH2:41][CH2:42][CH2:43]CO.C(=O)(O)[O-].[Na+]. The catalyst is C(Cl)Cl.C(N(CC)CC)C.C1(C)C=CC=CC=1. The product is [CH3:1][O:2][C:3]1[CH:4]=[C:5]2[C:10](=[CH:11][C:12]=1[O:13][CH3:14])[N:9]=[CH:8][CH:7]=[C:6]2[O:15][C:16]1[CH:22]=[CH:21][C:19]([NH:20][C:29](=[O:35])[O:28][CH2:26][CH2:43][CH2:42][CH2:41][CH2:40][CH2:39][N:38]([CH3:46])[CH3:37])=[C:18]([CH3:23])[C:17]=1[CH3:24]. The yield is 0.770. (4) The reactants are Br[CH2:2][C:3](=O)[CH2:4][C@@H:5]1[CH2:10][CH2:9][CH2:8][CH2:7][N:6]1[C:11]([O:13][C:14]([CH3:17])([CH3:16])[CH3:15])=[O:12].[N:19]1[CH:24]=[CH:23][CH:22]=[CH:21][C:20]=1[NH2:25]. The catalyst is CN(C=O)C.[Cl-].[Na+].O. The product is [N:25]1[C:3]([CH2:4][C@@H:5]2[CH2:10][CH2:9][CH2:8][CH2:7][N:6]2[C:11]([O:13][C:14]([CH3:17])([CH3:16])[CH3:15])=[O:12])=[CH:2][N:19]2[CH:24]=[CH:23][CH:22]=[CH:21][C:20]=12. The yield is 0.491. (5) The reactants are [CH3:1][O:2][C:3]1[C:11]([CH3:12])=[C:10]2[C:6]([C:7](=[O:13])[O:8][CH2:9]2)=[C:5]([O:14][CH2:15][CH2:16][Si:17]([CH3:20])([CH3:19])[CH3:18])[C:4]=1[CH2:21][CH:22]=[C:23]([CH3:26])[CH:24]=O.C(O)(=O)C(O)=O.[CH2:33]([O:35][P:36]([CH2:41][CH2:42][NH2:43])(=[O:40])[O:37][CH2:38][CH3:39])[CH3:34].C(O[BH-](OC(=O)C)OC(=O)C)(=O)C.[Na+].C(O)(=O)C. The catalyst is CN(C=O)C. The product is [CH2:38]([O:37][P:36]([CH2:41][CH2:42][NH:43][CH2:24][C:23]([CH3:26])=[CH:22][CH2:21][C:4]1[C:5]([O:14][CH2:15][CH2:16][Si:17]([CH3:20])([CH3:18])[CH3:19])=[C:6]2[C:10](=[C:11]([CH3:12])[C:3]=1[O:2][CH3:1])[CH2:9][O:8][C:7]2=[O:13])(=[O:40])[O:35][CH2:33][CH3:34])[CH3:39]. The yield is 0.960. (6) The product is [Br:14][C:11]1[CH:10]=[CH:9][C:8]([C:7]2[N:16]([C:18]3[N:23]=[CH:22][C:21]([S:24]([NH2:27])(=[O:26])=[O:25])=[CH:20][CH:19]=3)[N:17]=[C:4]([CH3:5])[N:6]=2)=[CH:13][CH:12]=1. The catalyst is ClCCl.CO. The reactants are C(O[C:4](=[N:6][C:7](=O)[C:8]1[CH:13]=[CH:12][C:11]([Br:14])=[CH:10][CH:9]=1)[CH3:5])C.[NH:16]([C:18]1[N:23]=[CH:22][C:21]([S:24]([NH2:27])(=[O:26])=[O:25])=[CH:20][CH:19]=1)[NH2:17].O. The yield is 0.530. (7) The reactants are Br[C:2]1[CH:25]=[CH:24][C:5]([O:6][C:7]2[C:8]3[CH:22]=[CH:21][C:20]([OH:23])=[CH:19][C:9]=3[S:10][C:11]=2[C:12]2[CH:17]=[CH:16][C:15]([OH:18])=[CH:14][CH:13]=2)=[CH:4][CH:3]=1.C(N(CC)CC)C.[CH:33]([C:35]1[N:36]=[CH:37][N:38](C(OC(C)(C)C)=O)[CH:39]=1)=[CH2:34]. The catalyst is CN(C=O)C.Cl[Pd](Cl)([P](C1C=CC=CC=1)(C1C=CC=CC=1)C1C=CC=CC=1)[P](C1C=CC=CC=1)(C1C=CC=CC=1)C1C=CC=CC=1. The product is [NH:38]1[CH:39]=[C:35](/[CH:33]=[CH:34]/[C:2]2[CH:25]=[CH:24][C:5]([O:6][C:7]3[C:8]4[CH:22]=[CH:21][C:20]([OH:23])=[CH:19][C:9]=4[S:10][C:11]=3[C:12]3[CH:17]=[CH:16][C:15]([OH:18])=[CH:14][CH:13]=3)=[CH:4][CH:3]=2)[N:36]=[CH:37]1. The yield is 0.150.